Dataset: Catalyst prediction with 721,799 reactions and 888 catalyst types from USPTO. Task: Predict which catalyst facilitates the given reaction. (1) Reactant: [CH:1]([O:4][CH2:5][CH2:6][O:7][C:8]1[CH:13]=[CH:12][C:11]([OH:14])=[CH:10][CH:9]=1)([CH3:3])[CH3:2].[OH-].[Na+].[CH2:17]([CH:19]1[O:21][CH2:20]1)Cl. Product: [CH:1]([O:4][CH2:5][CH2:6][O:7][C:8]1[CH:9]=[CH:10][C:11]([O:14][CH2:17][CH:19]2[CH2:20][O:21]2)=[CH:12][CH:13]=1)([CH3:3])[CH3:2]. The catalyst class is: 6. (2) Reactant: Cl[C:2]1[N:10]=[C:9]2[C:5]([N:6]=[CH:7][N:8]2[CH:11]([CH3:13])[CH3:12])=[C:4]([NH:14][C:15]2[CH:16]=[N:17][N:18]([CH3:20])[CH:19]=2)[N:3]=1.CC1(C)C(C)(C)OB([C:29]2[CH2:34][N:33]([C:35]([O:37][C:38]([CH3:41])([CH3:40])[CH3:39])=[O:36])[CH2:32][CH2:31][CH:30]=2)O1.P([O-])([O-])([O-])=O.[K+].[K+].[K+].C(OCC)(=O)C. Product: [NH3:3].[CH:11]([N:8]1[CH:7]=[N:6][C:5]2[C:9]1=[N:10][C:2]([C:31]1[CH2:32][N:33]([C:35]([O:37][C:38]([CH3:41])([CH3:40])[CH3:39])=[O:36])[CH2:34][CH2:29][CH:30]=1)=[N:3][C:4]=2[NH:14][C:15]1[CH:16]=[N:17][N:18]([CH3:20])[CH:19]=1)([CH3:13])[CH3:12]. The catalyst class is: 117. (3) Reactant: [F:1][C:2]([F:10])([F:9])[C:3](=O)[CH2:4][C:5](=O)[CH3:6].[Cl:11][C:12]1[CH:27]=[CH:26][C:15]([O:16][CH2:17][CH2:18][CH2:19][C:20]2[N:24]=[C:23]([NH2:25])[NH:22][N:21]=2)=[CH:14][CH:13]=1. Product: [Cl:11][C:12]1[CH:13]=[CH:14][C:15]([O:16][CH2:17][CH2:18][CH2:19][C:20]2[N:24]=[C:23]3[N:25]=[C:5]([CH3:6])[CH:4]=[C:3]([C:2]([F:10])([F:9])[F:1])[N:22]3[N:21]=2)=[CH:26][CH:27]=1. The catalyst class is: 15. (4) Reactant: [CH3:1][O:2][C:3]([N:5]1[CH2:10][CH:9]=[CH:8][C@H:7]2[S:11][C:12]([NH2:14])=[N:13][C@@H:6]12)=[O:4].C([O-])([O-])=O.[Na+].[Na+]. Product: [CH3:1][O:2][C:3](=[O:4])[NH:5][CH2:10][CH:9]=[CH:8][C:7]1[S:11][C:12](=[NH:14])[NH:13][CH:6]=1. The catalyst class is: 16. (5) Reactant: Cl[CH2:2][C:3]1[CH:21]=[CH:20][C:6]([O:7][CH2:8][C:9]2[N:10]=[C:11]([C:15]3[O:16][CH:17]=[CH:18][CH:19]=3)[O:12][C:13]=2[CH3:14])=[C:5]([O:22][CH3:23])[CH:4]=1.[OH:24][C:25]1[C:29]([C:30]([O:32][CH2:33][CH3:34])=[O:31])=[CH:28][N:27]([CH2:35][C:36]2[CH:37]=[N:38][CH:39]=[CH:40][CH:41]=2)[N:26]=1.CN(C)C=O.[H-].[Na+]. Product: [O:16]1[CH:17]=[CH:18][CH:19]=[C:15]1[C:11]1[O:12][C:13]([CH3:14])=[C:9]([CH2:8][O:7][C:6]2[CH:20]=[CH:21][C:3]([CH2:2][O:24][C:25]3[C:29]([C:30]([O:32][CH2:33][CH3:34])=[O:31])=[CH:28][N:27]([CH2:35][C:36]4[CH:37]=[N:38][CH:39]=[CH:40][CH:41]=4)[N:26]=3)=[CH:4][C:5]=2[O:22][CH3:23])[N:10]=1. The catalyst class is: 6. (6) Reactant: [CH2:1]([O:3][C:4](=[O:21])[CH:5]([CH2:9][C:10]1[CH:15]=[CH:14][N:13]=[C:12]([NH:16]C(=O)C)[C:11]=1[F:20])[C:6](=O)[CH3:7])[CH3:2].F[C:23](F)(F)[CH2:24][OH:25].[CH3:28][S:29]([OH:32])(=[O:31])=[O:30].[CH2:33](O)[CH3:34]. Product: [CH3:28][S:29]([OH:32])(=[O:31])=[O:30].[F:20][C:11]1[C:12]([NH2:16])=[N:13][CH:14]=[CH:15][C:10]=1[CH2:9][C:5]1[C:4](=[O:21])[O:3][C:1]2[CH:2]=[C:24]([OH:25])[CH:23]=[CH:34][C:33]=2[C:6]=1[CH3:7]. The catalyst class is: 378.